From a dataset of Forward reaction prediction with 1.9M reactions from USPTO patents (1976-2016). Predict the product of the given reaction. (1) Given the reactants [CH2:1]([C:7]1[CH:8]=[C:9]([C:13]2[N:17]([CH3:18])[C:16]([C:19]([N:21]3[CH2:26][CH2:25][CH:24]([N:27]4[CH2:31][CH2:30][CH2:29][CH2:28]4)[CH2:23][CH2:22]3)=[O:20])=[C:15](I)[N:14]=2)[CH:10]=[CH:11][CH:12]=1)[CH2:2][CH2:3][CH2:4][CH2:5][CH3:6].CCN(CC)CC.[CH3:40][Si:41]([C:44]#[CH:45])([CH3:43])[CH3:42], predict the reaction product. The product is: [CH2:1]([C:7]1[CH:8]=[C:9]([C:13]2[N:17]([CH3:18])[C:16]([C:19]([N:21]3[CH2:26][CH2:25][CH:24]([N:27]4[CH2:31][CH2:30][CH2:29][CH2:28]4)[CH2:23][CH2:22]3)=[O:20])=[C:15]([C:45]#[C:44][Si:41]([CH3:43])([CH3:42])[CH3:40])[N:14]=2)[CH:10]=[CH:11][CH:12]=1)[CH2:2][CH2:3][CH2:4][CH2:5][CH3:6]. (2) Given the reactants [CH3:1][O:2][C:3]1[CH:4]=[C:5]2[C:9](=[CH:10][CH:11]=1)[NH:8][C:7](=[O:12])[CH2:6]2.[O:13]=[C:14]1[C:19]2=[CH:20][NH:21][C:22]([CH:23]=O)=[C:18]2[CH2:17][CH2:16][NH:15]1.N1CCCCC1, predict the reaction product. The product is: [CH3:1][O:2][C:3]1[CH:4]=[C:5]2[C:9](=[CH:10][CH:11]=1)[NH:8][C:7](=[O:12])[C:6]2=[CH:23][C:22]1[NH:21][CH:20]=[C:19]2[C:18]=1[CH2:17][CH2:16][NH:15][C:14]2=[O:13]. (3) Given the reactants Br[C:2]1[C:10]2[C:6](=[N:7][S:8][N:9]=2)[C:5]([Br:11])=[CH:4][CH:3]=1.[CH3:12][O:13][C:14]([C:16]1[CH:21]=[CH:20][C:19](B(O)O)=[CH:18][CH:17]=1)=[O:15].C([O-])([O-])=O.[Na+].[Na+].C1(C)C=CC=CC=1, predict the reaction product. The product is: [Br:11][C:5]1[C:6]2=[N:7][S:8][N:9]=[C:10]2[C:2]([C:19]2[CH:20]=[CH:21][C:16]([C:14]([O:13][CH3:12])=[O:15])=[CH:17][CH:18]=2)=[CH:3][CH:4]=1.